From a dataset of hERG Central: cardiac toxicity at 1µM, 10µM, and general inhibition. Predict hERG channel inhibition at various concentrations. (1) The drug is CCOC(=O)C1(CCOc2ccccc2)CCN(Cc2cc(OC)c(O)cc2Cl)CC1. Results: hERG_inhib (hERG inhibition (general)): blocker. (2) The molecule is Cc1ccc(N2CCN(CCc3nc4cc(NC(=O)c5ccco5)ccc4n3C)CC2)cc1. Results: hERG_inhib (hERG inhibition (general)): blocker. (3) The drug is COc1ccc(Cc2noc(CN3CCCN(Cc4ccc(F)cc4)CC3)n2)cc1OC. Results: hERG_inhib (hERG inhibition (general)): blocker. (4) The compound is C=CCOc1ccccc1CN1CCC(CO)(CCOc2ccccc2)CC1. Results: hERG_inhib (hERG inhibition (general)): blocker. (5) The compound is CCOC(=O)C1CCCN(C(=O)c2ccc(Cl)c(S(=O)(=O)N3CCCCCC3)c2)C1. Results: hERG_inhib (hERG inhibition (general)): blocker. (6) The molecule is CN(C)S(=O)(=O)NCC1CCCN(Cc2ccc(-c3ccccc3)cc2)C1. Results: hERG_inhib (hERG inhibition (general)): blocker.